This data is from Full USPTO retrosynthesis dataset with 1.9M reactions from patents (1976-2016). The task is: Predict the reactants needed to synthesize the given product. (1) Given the product [OH:2][CH2:1][C:3]1[C:11]2[C:6](=[N:7][C:8]([C:19]3[CH:24]=[CH:23][C:22]([CH3:25])=[CH:21][CH:20]=3)=[C:9]([C:12]3[CH:13]=[CH:14][C:15]([CH3:18])=[CH:16][CH:17]=3)[N:10]=2)[N:5]([CH2:26][CH2:27][CH2:28][CH2:29][CH2:30][CH2:31][C:32]([O:34][CH2:35][CH3:36])=[O:33])[CH:4]=1, predict the reactants needed to synthesize it. The reactants are: [CH:1]([C:3]1[C:11]2[C:6](=[N:7][C:8]([C:19]3[CH:24]=[CH:23][C:22]([CH3:25])=[CH:21][CH:20]=3)=[C:9]([C:12]3[CH:17]=[CH:16][C:15]([CH3:18])=[CH:14][CH:13]=3)[N:10]=2)[N:5]([CH2:26][CH2:27][CH2:28][CH2:29][CH2:30][CH2:31][C:32]([O:34][CH2:35][CH3:36])=[O:33])[CH:4]=1)=[O:2].N#N.[BH4-].[Na+].Cl. (2) Given the product [Cl:25][C:22]1[CH:23]=[CH:24][C:19]([C@H:8]2[C@H:9]([OH:15])[C@@H:10]([OH:11])[C@H:5]([OH:4])[C@@H:6]([CH2:37][OH:38])[O:7]2)=[CH:20][C:21]=1[CH2:26][C:27]1[S:28][C:29]([C:32]2[O:33][CH:34]=[CH:35][CH:36]=2)=[N:30][N:31]=1, predict the reactants needed to synthesize it. The reactants are: C([O:4][C@H:5]1[C@H:10]([O:11]C(=O)C)[C@@H:9]([O:15]C(=O)C)[C@H:8]([C:19]2[CH:24]=[CH:23][C:22]([Cl:25])=[C:21]([CH2:26][C:27]3[S:28][C:29]([C:32]4[O:33][CH:34]=[CH:35][CH:36]=4)=[N:30][N:31]=3)[CH:20]=2)[O:7][C@H:6]1[CH2:37][O:38]C(=O)C)(=O)C.C[O-].[Na+].[H][H].